This data is from Reaction yield outcomes from USPTO patents with 853,638 reactions. The task is: Predict the reaction yield, written as a fraction of the theoretical maximum amount of product (1.0 means a 100% yield; for example, 0.34 means a 34% yield). (1) The reactants are [NH:1]1[CH2:6][CH2:5][O:4][CH2:3][CH2:2]1.[F:7][C:8]1[CH:13]=[CH:12][C:11]([C:14]#[C:15][C:16]2[N:20]3[CH:21]=[CH:22][CH:23]=[CH:24][C:19]3=[N:18][C:17]=2[CH2:25][O:26][CH2:27][C:28](Cl)=[O:29])=[CH:10][CH:9]=1.O. The catalyst is ClCCl. The product is [F:7][C:8]1[CH:13]=[CH:12][C:11]([C:14]#[C:15][C:16]2[N:20]3[CH:21]=[CH:22][CH:23]=[CH:24][C:19]3=[N:18][C:17]=2[CH2:25][O:26][CH2:27][C:28]([N:1]2[CH2:6][CH2:5][O:4][CH2:3][CH2:2]2)=[O:29])=[CH:10][CH:9]=1. The yield is 0.580. (2) The reactants are [F:1][C:2]1[CH:3]=[C:4]([SH:8])[CH:5]=[CH:6][CH:7]=1.C(=O)([O-])[O-].[K+].[K+].F[C:16]1[CH:21]=[CH:20][C:19]([F:22])=[CH:18][C:17]=1[N+:23]([O-:25])=[O:24].O. The catalyst is C(#N)C.C(Cl)Cl. The product is [F:1][C:2]1[CH:3]=[C:4]([S:8][C:16]2[CH:21]=[CH:20][C:19]([F:22])=[CH:18][C:17]=2[N+:23]([O-:25])=[O:24])[CH:5]=[CH:6][CH:7]=1. The yield is 0.990. (3) The reactants are [C:1]([O:5][C:6]([N:8]1[CH2:13][CH2:12][NH:11][CH2:10][CH2:9]1)=[O:7])([CH3:4])([CH3:3])[CH3:2].[Cl:14][C:15]1[CH:16]=[C:17]([CH:20]=[CH:21][CH:22]=1)[CH:18]=O.CC(O)=O.[BH-](OC(C)=O)(OC(C)=O)OC(C)=O.[Na+].[OH-].[Na+]. The catalyst is ClC(Cl)C.CCOC(C)=O. The product is [C:1]([O:5][C:6]([N:8]1[CH2:13][CH2:12][N:11]([CH2:18][C:17]2[CH:20]=[CH:21][CH:22]=[C:15]([Cl:14])[CH:16]=2)[CH2:10][CH2:9]1)=[O:7])([CH3:4])([CH3:2])[CH3:3]. The yield is 0.870. (4) The reactants are [NH2:1][CH2:2][C:3]1[N:4]=[C:5]([NH:8][C:9](=[O:23])[N:10]([CH:17]2[CH2:22][CH2:21][CH2:20][CH2:19][CH2:18]2)[CH:11]2[CH2:16][CH2:15][CH2:14][CH2:13][CH2:12]2)[S:6][CH:7]=1.[C:24]([NH:31][CH2:32][C:33](O)=[O:34])([O:26][C:27]([CH3:30])([CH3:29])[CH3:28])=[O:25]. No catalyst specified. The product is [C:27]([O:26][C:24](=[O:25])[NH:31][CH2:32][C:33](=[O:34])[NH:1][CH2:2][C:3]1[N:4]=[C:5]([NH:8][C:9]([N:10]([CH:11]2[CH2:16][CH2:15][CH2:14][CH2:13][CH2:12]2)[CH:17]2[CH2:22][CH2:21][CH2:20][CH2:19][CH2:18]2)=[O:23])[S:6][CH:7]=1)([CH3:30])([CH3:28])[CH3:29]. The yield is 0.290. (5) The reactants are C[CH2:2][N:3](C(C)C)[CH:4](C)C.[C:10]([O:14][C:15]([NH:17][C@H:18]1[CH2:23][CH2:22][CH2:21][C@H:20]([C:24]([OH:26])=O)[CH2:19]1)=[O:16])([CH3:13])([CH3:12])[CH3:11].Cl.CNC.CCN=C=NCCCN(C)C. The catalyst is C(Cl)Cl. The product is [C:10]([O:14][C:15](=[O:16])[NH:17][C@H:18]1[CH2:23][CH2:22][CH2:21][C@H:20]([C:24](=[O:26])[N:3]([CH3:4])[CH3:2])[CH2:19]1)([CH3:13])([CH3:12])[CH3:11]. The yield is 0.390.